This data is from Full USPTO retrosynthesis dataset with 1.9M reactions from patents (1976-2016). The task is: Predict the reactants needed to synthesize the given product. (1) Given the product [Br:17][C:18]1[CH:19]=[C:20]2[C:21](=[CH:22][CH:23]=1)[NH:24][C:8]([C:5]1[CH:6]=[CH:7][C:2]([Cl:1])=[CH:3][CH:4]=1)=[C:9]2[CH2:10][CH2:11][C:12]([OH:14])=[O:13], predict the reactants needed to synthesize it. The reactants are: [Cl:1][C:2]1[CH:7]=[CH:6][C:5]([C:8](=O)[CH2:9][CH2:10][CH2:11][C:12]([OH:14])=[O:13])=[CH:4][CH:3]=1.Cl.[Br:17][C:18]1[CH:23]=[CH:22][C:21]([NH:24]N)=[CH:20][CH:19]=1. (2) Given the product [F:26][C:27]1[CH:33]=[C:32]([F:34])[CH:31]=[CH:30][C:28]=1[NH:29][C:2]1[CH:25]=[CH:24][C:5]2[C:6](=[O:23])[C:7]3[CH:14]=[C:13]([O:15][CH2:16][CH2:17][CH2:18][OH:19])[CH:12]=[CH:11][C:8]=3[CH2:9][CH2:10][C:4]=2[CH:3]=1, predict the reactants needed to synthesize it. The reactants are: Cl[C:2]1[CH:25]=[CH:24][C:5]2[C:6](=[O:23])[C:7]3[CH:14]=[C:13]([O:15][CH2:16][CH2:17][CH2:18][O:19]C(=O)C)[CH:12]=[CH:11][C:8]=3[CH2:9][CH2:10][C:4]=2[CH:3]=1.[F:26][C:27]1[CH:33]=[C:32]([F:34])[CH:31]=[CH:30][C:28]=1[NH2:29].C1(P(C2CCCCC2)C2C=CC=CC=2C2C(C(C)C)=CC(C(C)C)=CC=2C(C)C)CCCCC1.CC([O-])(C)C.[K+]. (3) Given the product [CH:21]1([C:19]([N:16]2[CH2:17][CH2:18][C@@H:14]([CH2:13][N:12]3[C:11]4[CH:24]=[CH:25][C:26]([C:28]([F:31])([F:30])[F:29])=[CH:27][C:10]=4[N:9]=[C:8]3[C:5]3[CH:6]=[CH:7][C:2]([C:56]4[CH:57]=[C:58]5[NH:64][CH:63]=[CH:62][C:59]5=[N:60][CH:61]=4)=[CH:3][CH:4]=3)[CH2:15]2)=[O:20])[CH2:23][CH2:22]1, predict the reactants needed to synthesize it. The reactants are: Br[C:2]1[CH:7]=[CH:6][C:5]([C:8]2[N:12]([CH2:13][C@@H:14]3[CH2:18][CH2:17][N:16]([C:19]([CH:21]4[CH2:23][CH2:22]4)=[O:20])[CH2:15]3)[C:11]3[CH:24]=[CH:25][C:26]([C:28]([F:31])([F:30])[F:29])=[CH:27][C:10]=3[N:9]=2)=[CH:4][CH:3]=1.C([O-])(=O)C.[K+].CC1(C)C(C)(C)OB(B2OC(C)(C)C(C)(C)O2)O1.Br[C:56]1[CH:57]=[C:58]2[NH:64][CH:63]=[CH:62][C:59]2=[N:60][CH:61]=1.C(=O)([O-])[O-].[K+].[K+]. (4) Given the product [F:23][C:24]1[CH:29]=[CH:28][C:27]([O:30][N:31]=[C:1]([C:4]2[CH:9]=[CH:8][C:7]([C:10]([F:11])([F:13])[F:12])=[CH:6][C:5]=2[NH:14][S:15]([C:18]([F:21])([F:19])[F:20])(=[O:17])=[O:16])[CH3:2])=[CH:26][CH:25]=1, predict the reactants needed to synthesize it. The reactants are: [C:1]([C:4]1[CH:9]=[CH:8][C:7]([C:10]([F:13])([F:12])[F:11])=[CH:6][C:5]=1[NH:14][S:15]([C:18]([F:21])([F:20])[F:19])(=[O:17])=[O:16])(=O)[CH3:2].Cl.[F:23][C:24]1[CH:29]=[CH:28][C:27]([O:30][NH2:31])=[CH:26][CH:25]=1.CC([O-])=O.[Na+]. (5) Given the product [Cl:1][C:2]1[N:6]2[C:7]([CH2:12][C:13]3[CH:18]=[CH:17][C:16]([F:19])=[C:15]([C:20]([N:22]4[CH2:23][CH2:24][N:25]([S:31]([CH2:29][CH3:30])(=[O:33])=[O:32])[CH2:26][CH2:27]4)=[O:21])[CH:14]=3)=[CH:8][NH:9][C:10](=[O:11])[C:5]2=[CH:4][C:3]=1[Cl:28], predict the reactants needed to synthesize it. The reactants are: [Cl:1][C:2]1[N:6]2[C:7]([CH2:12][C:13]3[CH:18]=[CH:17][C:16]([F:19])=[C:15]([C:20]([N:22]4[CH2:27][CH2:26][NH:25][CH2:24][CH2:23]4)=[O:21])[CH:14]=3)=[CH:8][NH:9][C:10](=[O:11])[C:5]2=[CH:4][C:3]=1[Cl:28].[CH2:29]([S:31](Cl)(=[O:33])=[O:32])[CH3:30].CCN(C(C)C)C(C)C. (6) Given the product [N:1]1[CH:6]=[CH:5][CH:4]=[CH:3][C:2]=1[C:7]#[C:8][C:9]12[CH2:16][C:13]([NH2:17])([CH2:14][CH2:15]1)[CH2:12][CH2:11][CH2:10]2, predict the reactants needed to synthesize it. The reactants are: [N:1]1[CH:6]=[CH:5][CH:4]=[CH:3][C:2]=1[C:7]#[C:8][C:9]12[CH2:16][C:13]([NH:17]C(=O)OC(C)(C)C)([CH2:14][CH2:15]1)[CH2:12][CH2:11][CH2:10]2.FC(F)(F)C(O)=O.